Dataset: Catalyst prediction with 721,799 reactions and 888 catalyst types from USPTO. Task: Predict which catalyst facilitates the given reaction. (1) Reactant: C(OC([N:8]1[CH2:13][CH:12]2[CH2:14][C@@H:9]1[CH2:10][N:11]2[C:15]1[N:20]2[CH:21]=[CH:22][N:23]=[C:19]2[CH:18]=[C:17]([C:24]2[CH:29]=[CH:28][N:27]=[C:26]([NH:30][CH:31]([C:33]3[CH:38]=[CH:37][CH:36]=[CH:35][CH:34]=3)[CH3:32])[CH:25]=2)[N:16]=1)=O)(C)(C)C.CO. Product: [C@H:12]12[CH2:14][C@H:9]([NH:8][CH2:13]1)[CH2:10][N:11]2[C:15]1[N:20]2[CH:21]=[CH:22][N:23]=[C:19]2[CH:18]=[C:17]([C:24]2[CH:29]=[CH:28][N:27]=[C:26]([NH:30][C@@H:31]([C:33]3[CH:34]=[CH:35][CH:36]=[CH:37][CH:38]=3)[CH3:32])[CH:25]=2)[N:16]=1. The catalyst class is: 258. (2) Reactant: BrC1C=C2C(=[CH:9][CH:10]=1)NC=C2.CN1CCC(=O)CC1.[OH-].[K+].Br[C:22]1[CH:23]=[C:24]2[C:28](=[CH:29][CH:30]=1)[NH:27][CH:26]=[C:25]2[C:31]1[CH2:32][CH2:33][N:34]([CH3:37])[CH2:35][CH:36]=1.CC=[CH:40][NH:41][SH:42](=[O:44])=[O:43]. Product: [CH3:40][NH:41][S:42]([CH2:9][CH2:10][C:22]1[CH:30]=[CH:29][C:28]2[NH:27][CH:26]=[C:25]([CH:31]3[CH2:32][CH2:33][N:34]([CH3:37])[CH2:35][CH2:36]3)[C:24]=2[CH:23]=1)(=[O:44])=[O:43]. The catalyst class is: 5. (3) Reactant: [Cl:1][C:2]1[CH:3]=[CH:4][C:5]2[O:9][C:8]([CH:10]=[O:11])=[C:7]([CH3:12])[C:6]=2[CH:13]=1.[CH:14]1([Mg]Br)[CH2:19][CH2:18][CH2:17][CH2:16][CH2:15]1.[Cl-].[NH4+]. Product: [Cl:1][C:2]1[CH:3]=[CH:4][C:5]2[O:9][C:8]([CH:10]([CH:14]3[CH2:19][CH2:18][CH2:17][CH2:16][CH2:15]3)[OH:11])=[C:7]([CH3:12])[C:6]=2[CH:13]=1. The catalyst class is: 7. (4) Reactant: [Cl:1][C:2]1[N:3]=[CH:4][N:5](COCC[Si](C)(C)C)[C:6]=1[C:7]([NH:9][CH2:10][C:11]1[CH:16]=[CH:15][C:14]([Cl:17])=[C:13]([O:18][C:19]2[CH:24]=[C:23]([CH2:25][CH3:26])[CH:22]=[C:21]([Cl:27])[CH:20]=2)[C:12]=1[F:28])=[O:8].C(O)(C(F)(F)F)=O. Product: [Cl:1][C:2]1[N:3]=[CH:4][NH:5][C:6]=1[C:7]([NH:9][CH2:10][C:11]1[CH:16]=[CH:15][C:14]([Cl:17])=[C:13]([O:18][C:19]2[CH:24]=[C:23]([CH2:25][CH3:26])[CH:22]=[C:21]([Cl:27])[CH:20]=2)[C:12]=1[F:28])=[O:8]. The catalyst class is: 2. (5) Reactant: [Br:1][C:2]1[CH:12]=[C:11]([F:13])[CH:10]=[CH:9][C:3]=1[O:4][CH2:5][C:6]([OH:8])=O.[CH:14]([NH:17][NH:18][C:19]([CH:21]1[CH2:26][CH2:25][CH2:24][CH2:23][CH2:22]1)=[O:20])([CH3:16])[CH3:15].C(N(C(C)C)CC)(C)C.F[P-](F)(F)(F)(F)F.Br[P+](N1CCCC1)(N1CCCC1)N1CCCC1. Product: [Br:1][C:2]1[CH:12]=[C:11]([F:13])[CH:10]=[CH:9][C:3]=1[O:4][CH2:5][C:6]([N:17]([CH:14]([CH3:16])[CH3:15])[NH:18][C:19]([CH:21]1[CH2:22][CH2:23][CH2:24][CH2:25][CH2:26]1)=[O:20])=[O:8]. The catalyst class is: 3.